From a dataset of Forward reaction prediction with 1.9M reactions from USPTO patents (1976-2016). Predict the product of the given reaction. (1) The product is: [C:1]([O:7][C:8]1[CH:9]=[C:10]([CH2:14][C@H:15]([O:20][CH:26]([CH3:28])[CH3:27])[C:16]([O:18][CH3:19])=[O:17])[CH:11]=[CH:12][CH:13]=1)(=[O:6])[C:2]([CH3:5])([CH3:4])[CH3:3]. Given the reactants [C:1]([O:7][C:8]1[CH:9]=[C:10]([CH2:14][C@H:15]([OH:20])[C:16]([O:18][CH3:19])=[O:17])[CH:11]=[CH:12][CH:13]=1)(=[O:6])[C:2]([CH3:5])([CH3:4])[CH3:3].ClC(Cl)(Cl)C(O[CH:26]([CH3:28])[CH3:27])=N.COCCOC.FC(F)(F)S(O)(=O)=O, predict the reaction product. (2) Given the reactants BrC1C(OCC)=NC=C(C[Cl:9])C=1.[F:13][C:14]1[CH:15]=[C:16]([C:21]2[CH:22]=[C:23]([CH2:31]O)[CH:24]=[N:25][C:26]=2[O:27][CH2:28][CH2:29][CH3:30])[CH:17]=[CH:18][C:19]=1[F:20].BrC1C=C(CO)C=NC=1OCC, predict the reaction product. The product is: [Cl:9][CH2:31][C:23]1[CH:22]=[C:21]([C:16]2[CH:17]=[CH:18][C:19]([F:20])=[C:14]([F:13])[CH:15]=2)[C:26]([O:27][CH2:28][CH2:29][CH3:30])=[N:25][CH:24]=1. (3) Given the reactants [CH3:1][C:2]1[NH:6][CH:5]=[N:4][C:3]=1[CH:7]=[O:8].[H-].[Na+].[CH2:11](I)[CH3:12], predict the reaction product. The product is: [CH2:11]([N:6]1[C:2]([CH3:1])=[C:3]([CH:7]=[O:8])[N:4]=[CH:5]1)[CH3:12]. (4) The product is: [CH3:1][O:2][C:3]1[CH:4]=[C:5]2[C:10](=[CH:11][C:12]=1[O:13][CH3:14])[N:9]=[CH:8][CH:7]=[C:6]2[O:15][C:16]1[CH:22]=[CH:21][C:19]([NH:20][C:27]([NH:43][NH:42][C:36]2[CH:41]=[CH:40][CH:39]=[CH:38][CH:37]=2)=[O:33])=[CH:18][CH:17]=1. Given the reactants [CH3:1][O:2][C:3]1[CH:4]=[C:5]2[C:10](=[CH:11][C:12]=1[O:13][CH3:14])[N:9]=[CH:8][CH:7]=[C:6]2[O:15][C:16]1[CH:22]=[CH:21][C:19]([NH2:20])=[CH:18][CH:17]=1.ClC(Cl)(O[C:27](=[O:33])OC(Cl)(Cl)Cl)Cl.Cl.[C:36]1([NH:42][NH2:43])[CH:41]=[CH:40][CH:39]=[CH:38][CH:37]=1.O, predict the reaction product. (5) Given the reactants C([N:3]([CH2:6][CH3:7])CC)C.[CH:8]([C:11]1[CH:17]=[CH:16][CH:15]=[C:14]([CH:18]([CH3:20])[CH3:19])[C:12]=1[NH2:13])([CH3:10])[CH3:9].[C:21](Cl)(=[O:31])[C:22]1[C:23](=[CH:27][CH:28]=[CH:29][CH:30]=1)[C:24](Cl)=[O:25], predict the reaction product. The product is: [CH:18]([C:14]1[CH:15]=[CH:16][CH:17]=[C:11]([CH:8]([CH3:10])[CH3:9])[C:12]=1[NH:13][C:21](=[O:31])[C:22]1[C:23](=[CH:27][CH:28]=[CH:29][CH:30]=1)[C:24]([NH:3][C:6]1[C:7]([CH:8]([CH3:10])[CH3:9])=[CH:16][CH:17]=[CH:11][C:12]=1[CH:14]([CH3:18])[CH3:15])=[O:25])([CH3:20])[CH3:19]. (6) Given the reactants [I-:1].[Na+].CS(O[CH2:8][CH2:9][CH2:10][CH2:11][C:12]1[CH:17]=[CH:16][C:15]([O:18][CH2:19][C:20]2[CH:25]=[CH:24][CH:23]=[CH:22][CH:21]=2)=[CH:14][CH:13]=1)(=O)=O, predict the reaction product. The product is: [I:1][CH2:8][CH2:9][CH2:10][CH2:11][C:12]1[CH:17]=[CH:16][C:15]([O:18][CH2:19][C:20]2[CH:25]=[CH:24][CH:23]=[CH:22][CH:21]=2)=[CH:14][CH:13]=1. (7) Given the reactants C(NC(C)C)(C)C.[Li]CCCC.[CH3:13][S:14]([C:17]1[CH:22]=[CH:21][C:20]([CH2:23][S:24]([NH:27][C:28]2[S:29][CH:30]=[CH:31][N:32]=2)(=[O:26])=[O:25])=[CH:19][CH:18]=1)(=[O:16])=[O:15].[CH:33]1([CH2:38]I)[CH2:37][CH2:36][CH2:35][CH2:34]1.Cl, predict the reaction product. The product is: [S:29]1[CH:30]=[CH:31][N:32]=[C:28]1[NH:27][S:24]([CH:23]([C:20]1[CH:19]=[CH:18][C:17]([S:14]([CH3:13])(=[O:16])=[O:15])=[CH:22][CH:21]=1)[CH2:38][CH:33]1[CH2:37][CH2:36][CH2:35][CH2:34]1)(=[O:25])=[O:26]. (8) Given the reactants B1(B2OC(C)(C)C(C)(C)O2)OC(C)(C)C(C)(C)[O:2]1.Br[C:20]1[CH:21]=[C:22]2[N:28]([CH2:29][O:30][CH2:31][CH2:32][Si:33]([CH3:36])([CH3:35])[CH3:34])[C:27]([C:37]3[CH:42]=[CH:41][N:40]=[C:39]([NH:43][C:44](=[O:46])[CH3:45])[CH:38]=3)=[C:26]([C:47]3[CH:52]=[CH:51][C:50]([O:53][CH3:54])=[CH:49][N:48]=3)[C:23]2=[N:24][CH:25]=1.C([O-])(=O)C.[K+], predict the reaction product. The product is: [OH:2][C:20]1[CH:21]=[C:22]2[N:28]([CH2:29][O:30][CH2:31][CH2:32][Si:33]([CH3:36])([CH3:35])[CH3:34])[C:27]([C:37]3[CH:42]=[CH:41][N:40]=[C:39]([NH:43][C:44](=[O:46])[CH3:45])[CH:38]=3)=[C:26]([C:47]3[CH:52]=[CH:51][C:50]([O:53][CH3:54])=[CH:49][N:48]=3)[C:23]2=[N:24][CH:25]=1.